Dataset: Reaction yield outcomes from USPTO patents with 853,638 reactions. Task: Predict the reaction yield, written as a fraction of the theoretical maximum amount of product (1.0 means a 100% yield; for example, 0.34 means a 34% yield). (1) The reactants are [F:1][C:2]1[CH:7]=[CH:6][CH:5]=[C:4]([F:8])[C:3]=1[S:9]([NH:12][C:13]1[C:14]([F:23])=[C:15]([CH:20]=[CH:21][CH:22]=1)[C:16](OC)=[O:17])(=[O:11])=[O:10].C[Si]([N-][Si](C)(C)C)(C)C.[Li+].[Cl:34][C:35]1[N:40]=[C:39]([CH3:41])[CH:38]=[CH:37][N:36]=1. The catalyst is C1COCC1. The product is [Cl:34][C:35]1[N:40]=[C:39]([CH2:41][C:16]([C:15]2[C:14]([F:23])=[C:13]([NH:12][S:9]([C:3]3[C:2]([F:1])=[CH:7][CH:6]=[CH:5][C:4]=3[F:8])(=[O:10])=[O:11])[CH:22]=[CH:21][CH:20]=2)=[O:17])[CH:38]=[CH:37][N:36]=1. The yield is 0.720. (2) The reactants are [CH3:1][C:2]1[CH:21]=[CH:20][C:5]([CH2:6][NH:7][C:8]([C:10]23[CH2:19][CH:14]4[CH2:15][CH:16]([CH2:18][CH:12]([CH2:13]4)[CH2:11]2)[CH2:17]3)=[O:9])=[CH:4][CH:3]=1.[H-].[Na+].[CH3:24]I. The catalyst is CN(C=O)C. The product is [CH3:24][N:7]([CH2:6][C:5]1[CH:4]=[CH:3][C:2]([CH3:1])=[CH:21][CH:20]=1)[C:8]([C:10]12[CH2:19][CH:14]3[CH2:13][CH:12]([CH2:18][CH:16]([CH2:15]3)[CH2:17]1)[CH2:11]2)=[O:9]. The yield is 0.870.